Dataset: NCI-60 drug combinations with 297,098 pairs across 59 cell lines. Task: Regression. Given two drug SMILES strings and cell line genomic features, predict the synergy score measuring deviation from expected non-interaction effect. (1) Drug 1: C1CCC(C1)C(CC#N)N2C=C(C=N2)C3=C4C=CNC4=NC=N3. Drug 2: CC1=C2C(C(=O)C3(C(CC4C(C3C(C(C2(C)C)(CC1OC(=O)C(C(C5=CC=CC=C5)NC(=O)C6=CC=CC=C6)O)O)OC(=O)C7=CC=CC=C7)(CO4)OC(=O)C)O)C)OC(=O)C. Cell line: SNB-19. Synergy scores: CSS=42.5, Synergy_ZIP=6.70, Synergy_Bliss=6.85, Synergy_Loewe=-66.3, Synergy_HSA=4.44. (2) Drug 1: CS(=O)(=O)C1=CC(=C(C=C1)C(=O)NC2=CC(=C(C=C2)Cl)C3=CC=CC=N3)Cl. Drug 2: CCCS(=O)(=O)NC1=C(C(=C(C=C1)F)C(=O)C2=CNC3=C2C=C(C=N3)C4=CC=C(C=C4)Cl)F. Cell line: HCT-15. Synergy scores: CSS=4.63, Synergy_ZIP=-0.00764, Synergy_Bliss=-2.61, Synergy_Loewe=-4.29, Synergy_HSA=-4.18. (3) Drug 1: C1C(C(OC1N2C=NC3=C(N=C(N=C32)Cl)N)CO)O. Drug 2: CC1=C(N=C(N=C1N)C(CC(=O)N)NCC(C(=O)N)N)C(=O)NC(C(C2=CN=CN2)OC3C(C(C(C(O3)CO)O)O)OC4C(C(C(C(O4)CO)O)OC(=O)N)O)C(=O)NC(C)C(C(C)C(=O)NC(C(C)O)C(=O)NCCC5=NC(=CS5)C6=NC(=CS6)C(=O)NCCC[S+](C)C)O. Cell line: COLO 205. Synergy scores: CSS=42.0, Synergy_ZIP=-2.62, Synergy_Bliss=-2.97, Synergy_Loewe=-10.3, Synergy_HSA=0.534.